This data is from Forward reaction prediction with 1.9M reactions from USPTO patents (1976-2016). The task is: Predict the product of the given reaction. (1) Given the reactants C([O:4][CH2:5][C:6]1[C:7]([N:33]2[C:45](=[O:46])[C:44]3[S:43][C:42]4[CH2:41][CH2:40][CH2:39][CH2:38][C:37]=4[C:36]=3[CH:35]=[N:34]2)=[N:8][CH:9]=[CH:10][C:11]=1[C:12]1[CH:17]=[C:16]([NH:18][C:19]2[CH:30]=[C:22]3[CH2:23][N:24]([C:27](=[O:29])[CH3:28])[CH2:25][CH2:26][N:21]3[N:20]=2)[C:15](=[O:31])[N:14]([CH3:32])[CH:13]=1)(=O)C.[OH-].[Li+], predict the reaction product. The product is: [C:27]([N:24]1[CH2:25][CH2:26][N:21]2[N:20]=[C:19]([NH:18][C:16]3[C:15](=[O:31])[N:14]([CH3:32])[CH:13]=[C:12]([C:11]4[CH:10]=[CH:9][N:8]=[C:7]([N:33]5[C:45](=[O:46])[C:44]6[S:43][C:42]7[CH2:41][CH2:40][CH2:39][CH2:38][C:37]=7[C:36]=6[CH:35]=[N:34]5)[C:6]=4[CH2:5][OH:4])[CH:17]=3)[CH:30]=[C:22]2[CH2:23]1)(=[O:29])[CH3:28]. (2) The product is: [CH2:1]([C@@H:5]1[N:10]([C:27]([C@@H:25]2[CH2:26][C@H:24]2[C:18]2[CH:23]=[CH:22][CH:21]=[CH:20][CH:19]=2)=[O:28])[CH2:9][C@H:8]([C:11]2[CH:12]=[CH:13][CH:14]=[CH:15][CH:16]=2)[NH:7][C:6]1=[O:17])[CH:2]([CH3:4])[CH3:3]. Given the reactants [CH2:1]([C@@H:5]1[NH:10][CH2:9][C@H:8]([C:11]2[CH:16]=[CH:15][CH:14]=[CH:13][CH:12]=2)[NH:7][C:6]1=[O:17])[CH:2]([CH3:4])[CH3:3].[C:18]1([C@@H:24]2[CH2:26][C@H:25]2[C:27](O)=[O:28])[CH:23]=[CH:22][CH:21]=[CH:20][CH:19]=1.C([C@@H]1N(C(=O)/C=C/C2C=CC=CC=2)C[C@H](CC(C)C)NC1=O)C(C)C, predict the reaction product. (3) Given the reactants Cl[C:2]1[CH:7]=[C:6](COC)[N:5]=[C:4]([N:11]2[CH2:15][CH2:14][CH2:13][CH:12]2[C:16]2[O:20][N:19]=[C:18]([CH:21]3[CH2:23][CH2:22]3)[CH:17]=2)[N:3]=1.[NH2:24][C:25]1[CH:29]=[C:28]([CH3:30])[NH:27][N:26]=1.Cl.[O:32]1[CH2:37]COC[CH2:33]1, predict the reaction product. The product is: [CH:21]1([C:18]2[CH:17]=[C:16]([CH:12]3[CH2:13][CH2:14][CH2:15][N:11]3[C:4]3[N:5]=[C:6]([NH:24][C:25]4[CH:29]=[C:28]([CH3:30])[NH:27][N:26]=4)[C:7]([CH2:33][O:32][CH3:37])=[CH:2][N:3]=3)[O:20][N:19]=2)[CH2:22][CH2:23]1. (4) Given the reactants [Br:1][C:2]1[C:3]([CH3:9])=[N:4][C:5](Cl)=[CH:6][CH:7]=1.O.[NH2:11][NH2:12], predict the reaction product. The product is: [Br:1][C:2]1[C:3]([CH3:9])=[N:4][C:5]([NH:11][NH2:12])=[CH:6][CH:7]=1.